From a dataset of Forward reaction prediction with 1.9M reactions from USPTO patents (1976-2016). Predict the product of the given reaction. (1) Given the reactants [C:1]1([C:7]([CH:9]([C:11]2[CH:16]=[CH:15][CH:14]=[CH:13][CH:12]=2)[OH:10])=[O:8])[CH:6]=[CH:5][CH:4]=[CH:3][CH:2]=1.O=O.O=C1O[C@H]([C@H](CO)O)C(O)=C1O, predict the reaction product. The product is: [C:11]1([C:9]([C:7]([C:1]2[CH:6]=[CH:5][CH:4]=[CH:3][CH:2]=2)=[O:8])=[O:10])[CH:12]=[CH:13][CH:14]=[CH:15][CH:16]=1. (2) Given the reactants [F:1][C:2]1[C:7]2[N:8]=[CH:9][S:10][C:6]=2[CH:5]=[C:4]([C:11]([OH:13])=O)[C:3]=1[NH:14][C:15]1[CH:20]=[CH:19][C:18]([I:21])=[CH:17][C:16]=1[F:22].C1C=CC2N(O)N=NC=2C=1.CCN=C=NCCCN(C)C.[CH:44]([O:46][CH2:47][CH2:48][O:49][NH2:50])=[CH2:45].[NH4+].[Cl-], predict the reaction product. The product is: [F:1][C:2]1[C:7]2[N:8]=[CH:9][S:10][C:6]=2[CH:5]=[C:4]([C:11]([NH:50][O:49][CH2:48][CH2:47][O:46][CH:44]=[CH2:45])=[O:13])[C:3]=1[NH:14][C:15]1[CH:20]=[CH:19][C:18]([I:21])=[CH:17][C:16]=1[F:22]. (3) Given the reactants [C:1]1([NH:7][C:8]2[CH:13]=[CH:12][C:11]([NH:14][C:15]3[CH:20]=[CH:19][CH:18]=[CH:17][CH:16]=3)=[CH:10][CH:9]=2)[CH:6]=[CH:5][CH:4]=[CH:3][CH:2]=1.Br[C:22]1[CH:40]=[CH:39][C:25]([N:26]([C:33]2[CH:38]=[CH:37][CH:36]=[CH:35][CH:34]=2)[C:27]2[CH:32]=[CH:31][CH:30]=[CH:29][CH:28]=2)=[CH:24][CH:23]=1.CC(C)([O-])C.[Na+], predict the reaction product. The product is: [C:27]1([N:26]([C:33]2[CH:38]=[CH:37][CH:36]=[CH:35][CH:34]=2)[C:25]2[CH:39]=[CH:40][C:22]([N:7]([C:1]3[CH:2]=[CH:3][CH:4]=[CH:5][CH:6]=3)[C:8]3[CH:9]=[CH:10][C:11]([NH:14][C:15]4[CH:20]=[CH:19][CH:18]=[CH:17][CH:16]=4)=[CH:12][CH:13]=3)=[CH:23][CH:24]=2)[CH:32]=[CH:31][CH:30]=[CH:29][CH:28]=1. (4) Given the reactants P([O-])([O-])([O-])=O.[K+].[K+].[K+].[CH2:9]([O:16][C:17]1[CH:22]=[C:21]([O:23][CH2:24][C:25]2[CH:30]=[CH:29][CH:28]=[CH:27][CH:26]=2)[C:20](Br)=[CH:19][C:18]=1[C:32]1[O:36][N:35]=[C:34]([CH3:37])[C:33]=1[C:38]1[CH:43]=[CH:42][C:41]([O:44][CH3:45])=[CH:40][CH:39]=1)[C:10]1[CH:15]=[CH:14][CH:13]=[CH:12][CH:11]=1.[C:46]1(B(O)O)[CH:51]=[CH:50][CH:49]=[CH:48][CH:47]=1.C(OCC)(=O)C, predict the reaction product. The product is: [CH2:9]([O:16][C:17]1[CH:22]=[C:21]([O:23][CH2:24][C:25]2[CH:30]=[CH:29][CH:28]=[CH:27][CH:26]=2)[C:20]([C:46]2[CH:51]=[CH:50][CH:49]=[CH:48][CH:47]=2)=[CH:19][C:18]=1[C:32]1[O:36][N:35]=[C:34]([CH3:37])[C:33]=1[C:38]1[CH:43]=[CH:42][C:41]([O:44][CH3:45])=[CH:40][CH:39]=1)[C:10]1[CH:15]=[CH:14][CH:13]=[CH:12][CH:11]=1. (5) Given the reactants [CH3:1][O:2][CH2:3][CH2:4][N:5]1[CH2:10][CH2:9][C:8]([S:21]([C:24]2[CH:29]=[CH:28][C:27]([C:30]3[CH:35]=[CH:34][C:33]([O:36][C:37]([F:42])([F:41])[CH:38]([F:40])[F:39])=[CH:32][CH:31]=3)=[CH:26][CH:25]=2)(=[O:23])=[O:22])([C:11]([NH:13][O:14]C2CCCCO2)=[O:12])[CH2:7][CH2:6]1.CO.[ClH:45], predict the reaction product. The product is: [ClH:45].[OH:14][NH:13][C:11]([C:8]1([S:21]([C:24]2[CH:25]=[CH:26][C:27]([C:30]3[CH:35]=[CH:34][C:33]([O:36][C:37]([F:42])([F:41])[CH:38]([F:40])[F:39])=[CH:32][CH:31]=3)=[CH:28][CH:29]=2)(=[O:23])=[O:22])[CH2:9][CH2:10][N:5]([CH2:4][CH2:3][O:2][CH3:1])[CH2:6][CH2:7]1)=[O:12]. (6) The product is: [Si:1]([O:8][CH2:9][CH2:10][CH2:11][C@@H:12]([NH:16][C:17](=[O:23])[O:18][C:19]([CH3:22])([CH3:21])[CH3:20])[CH2:13][CH2:14][CH3:15])([C:4]([CH3:5])([CH3:6])[CH3:7])([CH3:3])[CH3:2]. Given the reactants [Si:1]([O:8][CH2:9]/[CH:10]=[CH:11]/[C@@H:12]([NH:16][C:17](=[O:23])[O:18][C:19]([CH3:22])([CH3:21])[CH3:20])[CH2:13][CH2:14][CH3:15])([C:4]([CH3:7])([CH3:6])[CH3:5])([CH3:3])[CH3:2], predict the reaction product. (7) Given the reactants [CH:1]([C:3]1[CH:12]=[CH:11][C:6]([C:7]([O:9][CH3:10])=[O:8])=[CH:5][CH:4]=1)=O.[NH:13]1[C:21]2[C:16](=[CH:17][CH:18]=[CH:19][CH:20]=2)[CH2:15][CH2:14]1.C(O[BH-](OC(=O)C)OC(=O)C)(=O)C.[Na+], predict the reaction product. The product is: [N:13]1([CH2:1][C:3]2[CH:12]=[CH:11][C:6]([C:7]([O:9][CH3:10])=[O:8])=[CH:5][CH:4]=2)[C:21]2[C:16](=[CH:17][CH:18]=[CH:19][CH:20]=2)[CH2:15][CH2:14]1. (8) Given the reactants [CH2:1](N(S(F)(F)F)CC)C.[F:10][C:11]1[CH2:16][CH:15]([CH3:17])[CH2:14][C:13](=[O:18])[C:12]=1[C:19](=[O:30])[C:20]1[CH:25]=[CH:24][C:23]([O:26][CH2:27][CH2:28]C)=[CH:22][CH:21]=1, predict the reaction product. The product is: [F:10][C:11]1[CH2:16][CH:15]([CH3:17])[CH2:14][C:13](=[O:18])[C:12]=1[C:19](=[O:30])[C:20]1[CH:21]=[CH:22][C:23]([O:26][CH:27]([CH3:28])[CH3:1])=[CH:24][CH:25]=1. (9) The product is: [Br:1][C:2]1[CH:3]=[N:4][CH:5]=[C:6]([NH2:9])[C:7]=1[CH3:8]. Given the reactants [Br:1][C:2]1[CH:3]=[N:4][CH:5]=[C:6]([N+:9]([O-])=O)[C:7]=1[CH3:8], predict the reaction product.